From a dataset of Reaction yield outcomes from USPTO patents with 853,638 reactions. Predict the reaction yield, written as a fraction of the theoretical maximum amount of product (1.0 means a 100% yield; for example, 0.34 means a 34% yield). The reactants are [F:1][C:2]([F:22])([F:21])[C:3]1[CH:4]=[CH:5][C:6]([N:9]2[CH:13]=[C:12]([CH2:14][CH2:15][CH2:16][OH:17])[C:11]([CH:18]([CH3:20])[CH3:19])=[N:10]2)=[N:7][CH:8]=1.O[C:24]1[CH:29]=[CH:28][C:27]([CH2:30][C:31]([O:33]CC)=[O:32])=[CH:26][C:25]=1[O:36][CH3:37].C(P(CCCC)CCCC)CCC.N(C(N1CCCCC1)=O)=NC(N1CCCCC1)=O. The catalyst is O1CCCC1. The product is [CH3:37][O:36][C:25]1[CH:26]=[C:27]([CH2:30][C:31]([OH:33])=[O:32])[CH:28]=[CH:29][C:24]=1[O:17][CH2:16][CH2:15][CH2:14][C:12]1[C:11]([CH:18]([CH3:19])[CH3:20])=[N:10][N:9]([C:6]2[CH:5]=[CH:4][C:3]([C:2]([F:1])([F:21])[F:22])=[CH:8][N:7]=2)[CH:13]=1. The yield is 0.410.